Dataset: Forward reaction prediction with 1.9M reactions from USPTO patents (1976-2016). Task: Predict the product of the given reaction. (1) Given the reactants [CH3:1][C:2]1[CH:3]=[C:4]([N:9]2[C:13]3[CH:14]=[CH:15][CH:16]=[C:17]([C:18]#[N:19])[C:12]=3[N:11]=[CH:10]2)[CH:5]=[CH:6][C:7]=1[CH3:8].[I:20][CH3:21], predict the reaction product. The product is: [I-:20].[C:18]([C:17]1[C:12]2[N+:11]([CH3:21])=[CH:10][N:9]([C:4]3[CH:5]=[CH:6][C:7]([CH3:8])=[C:2]([CH3:1])[CH:3]=3)[C:13]=2[CH:14]=[CH:15][CH:16]=1)#[N:19]. (2) The product is: [F:34][C:2]([F:1])([F:33])[C:3]1[CH:4]=[C:5]([C@H:13]([O:15][C@H:16]2[O:24][CH2:23][C@@H:19]3[CH2:20][N:21]([C:37]4[CH2:42][N:41]([CH3:43])[CH2:40][C:39](=[O:44])[CH:38]=4)[CH2:22][C@H:18]3[C@@H:17]2[C:25]2[CH:30]=[CH:29][C:28]([F:31])=[CH:27][C:26]=2[CH3:32])[CH3:14])[CH:6]=[C:7]([C:9]([F:12])([F:10])[F:11])[CH:8]=1. Given the reactants [F:1][C:2]([F:34])([F:33])[C:3]1[CH:4]=[C:5]([C@H:13]([O:15][C@H:16]2[O:24][CH2:23][C@@H:19]3[CH2:20][NH:21][CH2:22][C@H:18]3[C@@H:17]2[C:25]2[CH:30]=[CH:29][C:28]([F:31])=[CH:27][C:26]=2[CH3:32])[CH3:14])[CH:6]=[C:7]([C:9]([F:12])([F:11])[F:10])[CH:8]=1.CO[C:37]1[CH2:42][N:41]([CH3:43])[CH2:40][C:39](=[O:44])[CH:38]=1, predict the reaction product. (3) Given the reactants Cl[C:2]1[CH:3]=[C:4]([CH:7]=[CH:8][C:9]=1[N:10]=[C:11]=[S:12])[C:5]#[N:6].[C:13]([C:15]1([NH:19][C:20]2[CH:29]=[CH:28][C:23]([C:24]([NH:26][CH3:27])=[O:25])=[C:22]([F:30])[CH:21]=2)[CH2:18][CH2:17][CH2:16]1)#N.[CH2:31]([OH:33])C.Cl.CN(C=[O:39])C, predict the reaction product. The product is: [C:5]([C:4]1[CH:7]=[CH:8][C:9]([N:10]2[C:13](=[O:39])[C:15]3([CH2:18][CH2:17][CH2:16]3)[N:19]([C:20]3[CH:29]=[CH:28][C:23]([C:24]([NH:26][CH3:27])=[O:25])=[C:22]([F:30])[CH:21]=3)[C:11]2=[S:12])=[CH:2][C:3]=1[O:33][CH3:31])#[N:6]. (4) Given the reactants Br[C:2]1(Br)[CH2:4][C:3]1(Br)[CH2:5][CH2:6][CH2:7][CH2:8][CH3:9].C([Li])CCC.CN(C)CCN(C)C.Br[CH2:26][CH:27]=[CH:28][CH2:29][CH3:30], predict the reaction product. The product is: [CH2:26]([C:2]1[CH2:4][C:3]=1[CH2:5][CH2:6][CH2:7][CH2:8][CH3:9])[CH:27]=[CH:28][CH2:29][CH3:30]. (5) Given the reactants [CH2:1]([O:3][C:4](=[O:37])[CH2:5][CH2:6][CH2:7][CH2:8][C:9]1[C:14]([CH3:15])=[N:13][N:12]2[C:16]([CH2:19][CH3:20])=[CH:17][CH:18]=[C:11]2[C:10]=1[C:21]1[CH:22]=[N:23][CH:24]=[C:25]([CH:36]=1)[C:26]([O:28]CC1C=CC=CC=1)=[O:27])[CH3:2].[H][H], predict the reaction product. The product is: [CH2:1]([O:3][C:4](=[O:37])[CH2:5][CH2:6][CH2:7][CH2:8][C:9]1[C:14]([CH3:15])=[N:13][N:12]2[C:16]([CH2:19][CH3:20])=[CH:17][CH:18]=[C:11]2[C:10]=1[C:21]1[CH:22]=[N:23][CH:24]=[C:25]([CH:36]=1)[C:26]([OH:28])=[O:27])[CH3:2]. (6) Given the reactants Br[C:2]1[CH:10]=[CH:9][C:5]2[N:6]=[CH:7][O:8][C:4]=2[CH:3]=1.C(=O)([O-])[O-].[Cs+].[Cs+].[Cl:17][C:18]1[C:23]([NH:24][S:25]([C:28]2[CH:33]=[CH:32][C:31]([F:34])=[CH:30][CH:29]=2)(=[O:27])=[O:26])=[CH:22][C:21](B2OC(C)(C)C(C)(C)O2)=[CH:20][N:19]=1, predict the reaction product. The product is: [O:8]1[C:4]2[CH:3]=[C:2]([C:21]3[CH:22]=[C:23]([NH:24][S:25]([C:28]4[CH:33]=[CH:32][C:31]([F:34])=[CH:30][CH:29]=4)(=[O:27])=[O:26])[C:18]([Cl:17])=[N:19][CH:20]=3)[CH:10]=[CH:9][C:5]=2[N:6]=[CH:7]1. (7) Given the reactants [CH3:1][C:2]1[CH:18]=[C:17]([S:19]([CH3:22])(=[O:21])=[O:20])[CH:16]=[C:15]([CH3:23])[C:3]=1[O:4][Si:5]([CH:12]([CH3:14])[CH3:13])([CH:9]([CH3:11])[CH3:10])[CH:6]([CH3:8])[CH3:7].[Li]CCCC.[P:29](Cl)(=[O:36])([O:33][CH2:34][CH3:35])[O:30][CH2:31][CH3:32], predict the reaction product. The product is: [CH3:23][C:15]1[CH:16]=[C:17]([S:19]([CH2:22][P:29](=[O:36])([O:33][CH2:34][CH3:35])[O:30][CH2:31][CH3:32])(=[O:21])=[O:20])[CH:18]=[C:2]([CH3:1])[C:3]=1[O:4][Si:5]([CH:6]([CH3:7])[CH3:8])([CH:9]([CH3:10])[CH3:11])[CH:12]([CH3:14])[CH3:13]. (8) Given the reactants [NH:1]1[C:9]2[C:4](=[CH:5][C:6]([NH:10][C:11]3[C:12]4[CH:19]=[C:18]([C:20](O)=[O:21])[NH:17][C:13]=4[N:14]=[CH:15][N:16]=3)=[CH:7][CH:8]=2)[CH:3]=[N:2]1.[CH2:23]([NH2:27])[CH2:24][CH2:25][CH3:26], predict the reaction product. The product is: [CH2:23]([NH:27][C:20]([C:18]1[NH:17][C:13]2[N:14]=[CH:15][N:16]=[C:11]([NH:10][C:6]3[CH:5]=[C:4]4[C:9](=[CH:8][CH:7]=3)[NH:1][N:2]=[CH:3]4)[C:12]=2[CH:19]=1)=[O:21])[CH2:24][CH2:25][CH3:26]. (9) Given the reactants [N:1]1[CH:6]=[CH:5][CH:4]=[CH:3][C:2]=1[C:7]1[O:8][C:9]2[CH2:14][CH2:13][NH:12][CH2:11][C:10]=2[N:15]=1.CCN(C(C)C)C(C)C.Cl[C:26]1[N:33]=[CH:32][CH:31]=[CH:30][C:27]=1[C:28]#[N:29], predict the reaction product. The product is: [N:1]1[CH:6]=[CH:5][CH:4]=[CH:3][C:2]=1[C:7]1[O:8][C:9]2[CH2:14][CH2:13][N:12]([C:26]3[N:33]=[CH:32][CH:31]=[CH:30][C:27]=3[C:28]#[N:29])[CH2:11][C:10]=2[N:15]=1. (10) The product is: [Br:11][C:7]1[CH:6]=[N:5][CH:4]=[C:3]([N+:8]([O-:10])=[O:9])[C:2]=1[OH:1]. Given the reactants [OH:1][C:2]1[CH:7]=[CH:6][N:5]=[CH:4][C:3]=1[N+:8]([O-:10])=[O:9].[Br:11]Br, predict the reaction product.